From a dataset of Peptide-MHC class I binding affinity with 185,985 pairs from IEDB/IMGT. Regression. Given a peptide amino acid sequence and an MHC pseudo amino acid sequence, predict their binding affinity value. This is MHC class I binding data. The peptide sequence is EQKGIQAWW. The MHC is HLA-A26:01 with pseudo-sequence HLA-A26:01. The binding affinity (normalized) is 0.0847.